Predict the reactants needed to synthesize the given product. From a dataset of Full USPTO retrosynthesis dataset with 1.9M reactions from patents (1976-2016). (1) The reactants are: [C:1]([N:8]([CH3:28])[CH:9]1[CH2:14][CH2:13][CH:12]([NH:15][CH2:16][C:17]2[CH:18]=[C:19](B(O)O)[CH:20]=[CH:21][C:22]=2[O:23][CH3:24])[CH2:11][CH2:10]1)([O:3][C:4]([CH3:7])([CH3:6])[CH3:5])=[O:2].Br[C:30]1[CH:35]=[CH:34][C:33]([CH2:36][S:37]([CH3:40])(=[O:39])=[O:38])=[CH:32][CH:31]=1. Given the product [CH3:40][S:37]([CH2:36][C:33]1[CH:34]=[CH:35][C:30]([C:19]2[CH:20]=[CH:21][C:22]([O:23][CH3:24])=[C:17]([CH2:16][NH:15][CH:12]3[CH2:13][CH2:14][CH:9]([N:8]([CH3:28])[C:1](=[O:2])[O:3][C:4]([CH3:7])([CH3:6])[CH3:5])[CH2:10][CH2:11]3)[CH:18]=2)=[CH:31][CH:32]=1)(=[O:38])=[O:39], predict the reactants needed to synthesize it. (2) Given the product [C:23]([O:25][CH2:26][C:7]1[N:2]=[CH:3][C:4]([N:8]2[C:12]3[C:13]4[CH:14]=[CH:15][CH:16]=[CH:17][C:18]=4[S:19](=[O:22])(=[O:21])[CH2:20][C:11]=3[C:10]([C:23]([O:25][CH2:26][CH3:27])=[O:24])=[N:9]2)=[CH:5][CH:6]=1)(=[O:24])[CH3:10], predict the reactants needed to synthesize it. The reactants are: [O-][N+:2]1[CH:7]=[CH:6][CH:5]=[C:4]([N:8]2[C:12]3[C:13]4[CH:14]=[CH:15][CH:16]=[CH:17][C:18]=4[S:19](=[O:22])(=[O:21])[CH2:20][C:11]=3[C:10]([C:23]([O:25][CH2:26][CH3:27])=[O:24])=[N:9]2)[CH:3]=1.